Dataset: Catalyst prediction with 721,799 reactions and 888 catalyst types from USPTO. Task: Predict which catalyst facilitates the given reaction. (1) Reactant: [C:1]([C:3]1[CH:8]=[N:7][N:6]2[C:9]([C:12]([O:14]CC)=[O:13])=[CH:10][CH:11]=[C:5]2[C:4]=1[NH:17][CH:18]1[CH2:23][CH2:22][CH2:21][CH2:20][CH:19]1[CH3:24])#[N:2].[NH4+].[OH-:26].OO.[OH-].[Na+].Cl. Product: [C:1]([C:3]1[CH:8]=[N:7][N:6]2[C:9]([C:12]([OH:14])=[O:13])=[CH:10][CH:11]=[C:5]2[C:4]=1[NH:17][CH:18]1[CH2:23][CH2:22][CH2:21][CH2:20][CH:19]1[CH3:24])(=[O:26])[NH2:2]. The catalyst class is: 88. (2) Reactant: [CH:1]1([CH:7]([NH:18][C:19]2[CH:28]=[CH:27][C:22]([C:23]([O:25]C)=[O:24])=[CH:21][CH:20]=2)[C:8]2[O:16][C:11]3=[N:12][CH:13]=[CH:14][CH:15]=[C:10]3[C:9]=2[CH3:17])[CH2:6][CH2:5][CH2:4][CH2:3][CH2:2]1.O1CCCC1.[OH-].[Na+]. Product: [CH:1]1([CH:7]([NH:18][C:19]2[CH:20]=[CH:21][C:22]([C:23]([OH:25])=[O:24])=[CH:27][CH:28]=2)[C:8]2[O:16][C:11]3=[N:12][CH:13]=[CH:14][CH:15]=[C:10]3[C:9]=2[CH3:17])[CH2:6][CH2:5][CH2:4][CH2:3][CH2:2]1. The catalyst class is: 8. (3) Reactant: [C:1]([C:4]1[C:9]([C:10]2[CH:15]=[CH:14][CH:13]=[CH:12][CH:11]=2)=[N:8][N:7]([CH2:16][CH3:17])[C:6](=[O:18])[C:5]=1[N+:19]([O-])=O)(=[O:3])[CH3:2].N[C:23]1[CH:24]=[N:25][CH:26]=[CH:27][CH:28]=1. Product: [C:1]([C:4]1[C:9]([C:10]2[CH:15]=[CH:14][CH:13]=[CH:12][CH:11]=2)=[N:8][N:7]([CH2:16][CH3:17])[C:6](=[O:18])[C:5]=1[NH:19][C:23]1[CH:24]=[N:25][CH:26]=[CH:27][CH:28]=1)(=[O:3])[CH3:2]. The catalyst class is: 8. (4) Product: [F:1][C:4]1[C:9]([N+:10]([O-:12])=[O:11])=[CH:8][CH:7]=[CH:6][C:5]=1[CH3:13]. Reactant: [F-:1].[Cs+].Cl[C:4]1[C:9]([N+:10]([O-:12])=[O:11])=[CH:8][CH:7]=[CH:6][C:5]=1[CH3:13].Cl. The catalyst class is: 16.